Dataset: Catalyst prediction with 721,799 reactions and 888 catalyst types from USPTO. Task: Predict which catalyst facilitates the given reaction. (1) Reactant: [CH2:1]([C:8]1[S:12][C:11]([C:13]2[CH:18]=[C:17]([F:19])[CH:16]=[CH:15][C:14]=2[F:20])=[N:10][C:9]=1[C@H:21]([NH:26][CH2:27][C@H:28]1[C@@H:32]([F:33])[CH2:31][N:30]([C:34]([O:36][CH2:37][C:38]2[CH:43]=[CH:42][CH:41]=[CH:40][CH:39]=2)=[O:35])[CH2:29]1)[C:22]([CH3:25])([CH3:24])[CH3:23])[C:2]1[CH:7]=[CH:6][CH:5]=[CH:4][CH:3]=1.C(N(CC)C(C)C)(C)C.[C:53]([O:56][C@@H:57]([CH3:61])[C:58](Cl)=[O:59])(=[O:55])[CH3:54]. The catalyst class is: 4. Product: [C:53]([O:56][C@@H:57]([CH3:61])[C:58]([N:26]([CH2:27][C@H:28]1[C@@H:32]([F:33])[CH2:31][N:30]([C:34]([O:36][CH2:37][C:38]2[CH:39]=[CH:40][CH:41]=[CH:42][CH:43]=2)=[O:35])[CH2:29]1)[C@@H:21]([C:9]1[N:10]=[C:11]([C:13]2[CH:18]=[C:17]([F:19])[CH:16]=[CH:15][C:14]=2[F:20])[S:12][C:8]=1[CH2:1][C:2]1[CH:7]=[CH:6][CH:5]=[CH:4][CH:3]=1)[C:22]([CH3:25])([CH3:24])[CH3:23])=[O:59])(=[O:55])[CH3:54]. (2) Reactant: [Br:1][C:2]1[CH:10]=[CH:9][C:5]([C:6](O)=[O:7])=[CH:4][CH:3]=1.[CH3:11][NH:12][C:13]([NH:15][NH2:16])=S.CCN=C=NCCCN(C)C.Cl. Product: [Br:1][C:2]1[CH:10]=[CH:9][C:5]([C:6]2[O:7][C:13]([NH:12][CH3:11])=[N:15][N:16]=2)=[CH:4][CH:3]=1. The catalyst class is: 4. (3) Reactant: C(O[BH-](OC(=O)C)OC(=O)C)(=O)C.[Na+].[Br:15][C:16]1[O:20][C:19]([CH:21]=O)=[CH:18][CH:17]=1.[CH3:23][NH:24][CH3:25].CC(O)=O. Product: [Br:15][C:16]1[O:20][C:19]([CH2:21][N:24]([CH3:25])[CH3:23])=[CH:18][CH:17]=1. The catalyst class is: 26. (4) Reactant: [OH:1][C@@H:2]1[C@@H:6]([CH:7]=[CH2:8])[CH2:5][N:4]([C:9]([O:11][CH2:12][C:13]2[CH:18]=[CH:17][CH:16]=[CH:15][CH:14]=2)=[O:10])[CH2:3]1.N1C=CN=C1.[C:24]([Si:28](Cl)([C:35]1[CH:40]=[CH:39][CH:38]=[CH:37][CH:36]=1)[C:29]1[CH:34]=[CH:33][CH:32]=[CH:31][CH:30]=1)([CH3:27])([CH3:26])[CH3:25]. Product: [Si:28]([O:1][C@@H:2]1[C@@H:6]([CH:7]=[CH2:8])[CH2:5][N:4]([C:9]([O:11][CH2:12][C:13]2[CH:14]=[CH:15][CH:16]=[CH:17][CH:18]=2)=[O:10])[CH2:3]1)([C:24]([CH3:27])([CH3:26])[CH3:25])([C:35]1[CH:36]=[CH:37][CH:38]=[CH:39][CH:40]=1)[C:29]1[CH:34]=[CH:33][CH:32]=[CH:31][CH:30]=1. The catalyst class is: 4. (5) Reactant: [NH2:1][C:2]1[N:7]=[C:6]([CH:8]2[CH2:13][CH2:12][CH2:11][N:10]([C:14]([O:16][C:17]([CH3:20])([CH3:19])[CH3:18])=[O:15])[CH2:9]2)[CH:5]=[C:4]([C:21]2[C:26]([CH:27]=[CH2:28])=[CH:25][CH:24]=[CH:23][C:22]=2[OH:29])[N:3]=1.[H][H]. Product: [NH2:1][C:2]1[N:7]=[C:6]([CH:8]2[CH2:13][CH2:12][CH2:11][N:10]([C:14]([O:16][C:17]([CH3:20])([CH3:19])[CH3:18])=[O:15])[CH2:9]2)[CH:5]=[C:4]([C:21]2[C:22]([OH:29])=[CH:23][CH:24]=[CH:25][C:26]=2[CH2:27][CH3:28])[N:3]=1. The catalyst class is: 849.